The task is: Predict the reactants needed to synthesize the given product.. This data is from Full USPTO retrosynthesis dataset with 1.9M reactions from patents (1976-2016). (1) Given the product [CH3:1][O:2][C:3](=[O:17])[CH:4]([N:5]1[CH2:6][CH2:7][N:8]([C:19]2[CH:32]=[CH:31][C:22]([C:23](=[O:24])[NH:25][CH:26]([CH2:27][CH3:28])[CH2:29][CH3:30])=[CH:21][C:20]=2[F:33])[CH2:9][CH2:10]1)[C:11]1[CH:16]=[CH:15][CH:14]=[CH:13][CH:12]=1, predict the reactants needed to synthesize it. The reactants are: [CH3:1][O:2][C:3](=[O:17])[CH:4]([C:11]1[CH:16]=[CH:15][CH:14]=[CH:13][CH:12]=1)[N:5]1[CH2:10][CH2:9][NH:8][CH2:7][CH2:6]1.Br[C:19]1[CH:32]=[CH:31][C:22]([C:23]([NH:25][CH:26]([CH2:29][CH3:30])[CH2:27][CH3:28])=[O:24])=[CH:21][C:20]=1[F:33].CC(C1C=C(C(C)C)C(C2C=CC=CC=2P(C2CCCCC2)C2CCCCC2)=C(C(C)C)C=1)C.CC([O-])(C)C.[Na+]. (2) Given the product [CH3:1][N:2]([CH3:10])[C:3](=[O:9])[C@H:4]([CH:6]([CH3:8])[CH3:7])[NH:5][C:22](=[O:23])[CH:20]([CH3:21])[NH:19][C:14]1[CH:15]=[CH:16][C:17]([Cl:18])=[C:12]([Cl:11])[CH:13]=1, predict the reactants needed to synthesize it. The reactants are: [CH3:1][N:2]([CH3:10])[C:3](=[O:9])[C@H:4]([CH:6]([CH3:8])[CH3:7])[NH2:5].[Cl:11][C:12]1[CH:13]=[C:14]([NH:19][CH:20]([C:22](O)=[O:23])[CH3:21])[CH:15]=[CH:16][C:17]=1[Cl:18]. (3) Given the product [NH2:15][C:13]1[CH:12]=[CH:11][C:8]2[C:9](=[O:10])[N:3]([CH2:1][CH3:2])[CH2:4][CH2:5][N:6]([CH2:18][CH3:19])[C:7]=2[CH:14]=1, predict the reactants needed to synthesize it. The reactants are: [CH2:1]([N:3]1[C:9](=[O:10])[C:8]2[CH:11]=[CH:12][C:13]([N+:15]([O-])=O)=[CH:14][C:7]=2[N:6]([CH2:18][CH3:19])[CH2:5][CH2:4]1)[CH3:2].O.NN.